This data is from Forward reaction prediction with 1.9M reactions from USPTO patents (1976-2016). The task is: Predict the product of the given reaction. (1) Given the reactants [NH2:1][C:2]1[CH:3]=[C:4]([CH:9]=[C:10]([I:12])[CH:11]=1)[C:5]([O:7][CH3:8])=[O:6].Cl[C:14]1[N:19]=[C:18]([C:20]([F:23])([F:22])[F:21])[CH:17]=[CH:16][N:15]=1.CS(O)(=O)=O, predict the reaction product. The product is: [I:12][C:10]1[CH:9]=[C:4]([CH:3]=[C:2]([NH:1][C:14]2[N:19]=[C:18]([C:20]([F:23])([F:22])[F:21])[CH:17]=[CH:16][N:15]=2)[CH:11]=1)[C:5]([O:7][CH3:8])=[O:6]. (2) Given the reactants [CH2:1]([N:3](CC)CC)C.CN.Cl[P:11]1[O:16][C:15]2[CH:17]=[CH:18][CH:19]=[C:20]3[CH:21]=[CH:22][CH:23]=[C:13]([C:14]=23)[O:12]1.CCCCCC, predict the reaction product. The product is: [CH3:1][NH:3][P:11]1[O:16][C:15]2[CH:17]=[CH:18][CH:19]=[C:20]3[CH:21]=[CH:22][CH:23]=[C:13]([C:14]=23)[O:12]1.